From a dataset of Reaction yield outcomes from USPTO patents with 853,638 reactions. Predict the reaction yield, written as a fraction of the theoretical maximum amount of product (1.0 means a 100% yield; for example, 0.34 means a 34% yield). The reactants are [C:1](Cl)(Cl)=[S:2].[Br:5][C:6]1[CH:7]=[C:8]([CH:12]([C:14]2[CH:19]=[CH:18][C:17]([O:20][CH3:21])=[CH:16][CH:15]=2)[NH2:13])[CH:9]=[CH:10][CH:11]=1. The catalyst is ClCCl.C(=O)(O)[O-].[Na+]. The product is [Br:5][C:6]1[CH:11]=[CH:10][CH:9]=[C:8]([CH:12]([N:13]=[C:1]=[S:2])[C:14]2[CH:19]=[CH:18][C:17]([O:20][CH3:21])=[CH:16][CH:15]=2)[CH:7]=1. The yield is 0.980.